This data is from Forward reaction prediction with 1.9M reactions from USPTO patents (1976-2016). The task is: Predict the product of the given reaction. Given the reactants Cl.[CH3:2][C:3]1[C:11]([C:12](=[S:14])[NH2:13])=[C:6]2[CH:7]=[CH:8][CH:9]=[CH:10][N:5]2[N:4]=1.Cl[CH:16]([C:22]([CH:24]1[CH2:29][CH2:28][CH2:27][CH2:26][CH2:25]1)=O)[C:17]([O:19][CH2:20][CH3:21])=[O:18], predict the reaction product. The product is: [CH:24]1([C:22]2[N:13]=[C:12]([C:11]3[C:3]([CH3:2])=[N:4][N:5]4[CH:10]=[CH:9][CH:8]=[CH:7][C:6]=34)[S:14][C:16]=2[C:17]([O:19][CH2:20][CH3:21])=[O:18])[CH2:29][CH2:28][CH2:27][CH2:26][CH2:25]1.